The task is: Regression. Given a peptide amino acid sequence and an MHC pseudo amino acid sequence, predict their binding affinity value. This is MHC class I binding data.. This data is from Peptide-MHC class I binding affinity with 185,985 pairs from IEDB/IMGT. (1) The peptide sequence is AENLWVTVY. The MHC is HLA-A11:01 with pseudo-sequence HLA-A11:01. The binding affinity (normalized) is 0. (2) The peptide sequence is MHGHGKHIL. The MHC is HLA-A02:12 with pseudo-sequence HLA-A02:12. The binding affinity (normalized) is 0.0847. (3) The peptide sequence is CYLDTNIKM. The MHC is HLA-A03:01 with pseudo-sequence HLA-A03:01. The binding affinity (normalized) is 0.0240. (4) The peptide sequence is RNQPAATAL. The MHC is HLA-B44:02 with pseudo-sequence HLA-B44:02. The binding affinity (normalized) is 0.0847. (5) The peptide sequence is YLISIFLHLV. The MHC is HLA-A02:02 with pseudo-sequence HLA-A02:02. The binding affinity (normalized) is 0.907.